This data is from Reaction yield outcomes from USPTO patents with 853,638 reactions. The task is: Predict the reaction yield, written as a fraction of the theoretical maximum amount of product (1.0 means a 100% yield; for example, 0.34 means a 34% yield). No catalyst specified. The reactants are [CH:1]([C@H:14]1[CH2:19][C@H:18]([OH:20])[CH2:17][CH2:16][O:15]1)([C:8]1[CH:13]=[CH:12][CH:11]=[CH:10][CH:9]=1)[C:2]1[CH:7]=[CH:6][CH:5]=[CH:4][CH:3]=1.[CH3:21][S:22](Cl)(=[O:24])=[O:23]. The yield is 0.980. The product is [CH:1]([C@H:14]1[CH2:19][C@@H:18]([O:20][S:22]([CH3:21])(=[O:24])=[O:23])[CH2:17][CH2:16][O:15]1)([C:8]1[CH:13]=[CH:12][CH:11]=[CH:10][CH:9]=1)[C:2]1[CH:3]=[CH:4][CH:5]=[CH:6][CH:7]=1.